From a dataset of Catalyst prediction with 721,799 reactions and 888 catalyst types from USPTO. Predict which catalyst facilitates the given reaction. (1) Reactant: [BH4-].[Na+].[CH3:3][O:4][C:5]([CH2:7][N:8]1[CH:12]=[C:11](/[CH:13]=[C:14]2\[CH2:15][N:16]([C:21]([C:34]3[CH:39]=[CH:38][CH:37]=[CH:36][CH:35]=3)([C:28]3[CH:33]=[CH:32][CH:31]=[CH:30][CH:29]=3)[C:22]3[CH:27]=[CH:26][CH:25]=[CH:24][CH:23]=3)[CH2:17][CH2:18][C:19]\2=[O:20])[N:10]=[N:9]1)=[O:6]. Product: [CH3:3][O:4][C:5]([CH2:7][N:8]1[CH:12]=[C:11](/[CH:13]=[C:14]2\[CH2:15][N:16]([C:21]([C:34]3[CH:35]=[CH:36][CH:37]=[CH:38][CH:39]=3)([C:28]3[CH:29]=[CH:30][CH:31]=[CH:32][CH:33]=3)[C:22]3[CH:23]=[CH:24][CH:25]=[CH:26][CH:27]=3)[CH2:17][CH2:18][CH:19]\2[OH:20])[N:10]=[N:9]1)=[O:6]. The catalyst class is: 7. (2) Reactant: [O:1]([C:8]1[CH:9]=[CH:10][C:11]([CH3:14])=[N:12][CH:13]=1)[C:2]1[CH:7]=[CH:6][CH:5]=[CH:4][CH:3]=1.C1C=C(Cl)C=C(C(OO)=[O:23])C=1.S(S([O-])=O)([O-])(=O)=O.[Na+].[Na+]. Product: [CH3:14][C:11]1[CH:10]=[CH:9][C:8]([O:1][C:2]2[CH:3]=[CH:4][CH:5]=[CH:6][CH:7]=2)=[CH:13][N+:12]=1[O-:23]. The catalyst class is: 2. (3) Reactant: [Cl:1][C:2]1[CH:8]=[CH:7][CH:6]=[CH:5][C:3]=1[NH2:4].I[CH2:10][C:11](=[O:13])[CH3:12].C([O-])([O-])=O.[K+].[K+].CN(C=O)C. Product: [Cl:1][C:2]1[CH:8]=[CH:7][CH:6]=[CH:5][C:3]=1[NH:4][CH2:10][C:11]([CH3:12])=[O:13]. The catalyst class is: 6. (4) Reactant: [CH3:1][C@@H:2]1[O:7][C@@H:6]([O:8][C@@H:9]2[C:14]3=[C:15]([OH:32])[C:16]4[C:28](=[O:29])[C:27]5[C:22](=[CH:23][CH:24]=[CH:25][C:26]=5[O:30][CH3:31])[C:20](=[O:21])[C:17]=4[C:18]([OH:19])=[C:13]3[CH2:12][C@@:11]([OH:37])([C:33]([CH2:35][OH:36])=[O:34])[CH2:10]2)[CH2:5][C@H:4]([NH2:38])[C@@H:3]1[OH:39].Cl. Product: [CH3:1][C@@H:2]1[O:7][C@@H:6]([O:8][C@@H:9]2[C:14]3=[C:15]([OH:32])[C:16]4[C:28](=[O:29])[C:27]5[C:22](=[CH:23][CH:24]=[CH:25][C:26]=5[O:30][CH3:31])[C:20](=[O:21])[C:17]=4[C:18]([OH:19])=[C:13]3[CH2:12][C@@:11]([OH:37])([C:33]([CH2:35][OH:36])=[O:34])[CH2:10]2)[CH2:5][C@H:4]([NH2:38])[C@@H:3]1[OH:39]. The catalyst class is: 9. (5) The catalyst class is: 15. Reactant: [CH3:1][C:2]1[C:3]([NH2:17])=[C:4]([C:11]2[CH:16]=[CH:15][CH:14]=[CH:13][CH:12]=2)[CH:5]=[C:6]([N+:8]([O-:10])=[O:9])[CH:7]=1.[N:18]([O-])=O.[Na+]. Product: [N+:8]([C:6]1[CH:7]=[C:2]2[C:3](=[C:4]([C:11]3[CH:16]=[CH:15][CH:14]=[CH:13][CH:12]=3)[CH:5]=1)[NH:17][N:18]=[CH:1]2)([O-:10])=[O:9]. (6) Reactant: [N+:1]([C:4]1[CH:9]=[CH:8][C:7]([S:10][CH2:11][C:12]2[N:16]([CH2:17][CH2:18][CH3:19])[C:15](=[O:20])[NH:14][N:13]=2)=[CH:6][CH:5]=1)([O-])=O.[Cl-].[Ca+2].[Cl-]. Product: [CH2:17]([N:16]1[C:15](=[O:20])[NH:14][N:13]=[C:12]1[CH2:11][S:10][C:7]1[CH:6]=[CH:5][C:4]([NH2:1])=[CH:9][CH:8]=1)[CH2:18][CH3:19]. The catalyst class is: 8.